The task is: Predict the product of the given reaction.. This data is from Forward reaction prediction with 1.9M reactions from USPTO patents (1976-2016). (1) Given the reactants [CH3:1][S:2][CH2:3][CH2:4][NH:5][C:6]1[CH:11]=[CH:10][C:9]([C:12]2[O:13][C:14]3[CH:20]=[CH:19][CH:18]=[CH:17][C:15]=3[N:16]=2)=[CH:8][C:7]=1[N+:21]([O-])=O.[C:24](O)(=O)[CH3:25], predict the reaction product. The product is: [O:13]1[C:14]2[CH:20]=[CH:19][CH:18]=[CH:17][C:15]=2[N:16]=[C:12]1[C:9]1[CH:10]=[CH:11][C:6]2[N:5]([CH2:4][CH2:3][S:2][CH3:1])[C:24]([CH3:25])=[N:21][C:7]=2[CH:8]=1. (2) Given the reactants [CH2:1]([C:5]1([Li])[C:9]([CH3:10])=[C:8]([CH3:11])[C:7]([CH3:12])=[C:6]1[CH3:13])[CH:2]([CH3:4])[CH3:3].[Cl-:15].[Cl-].[Cl-].[Cl-].[Hf+4:19], predict the reaction product. The product is: [Cl-:15].[Cl-:15].[CH2:1]([C:5]1([Hf+2:19][C:5]2([CH2:1][CH:2]([CH3:4])[CH3:3])[C:9]([CH3:10])=[C:8]([CH3:11])[C:7]([CH3:12])=[C:6]2[CH3:13])[C:9]([CH3:10])=[C:8]([CH3:11])[C:7]([CH3:12])=[C:6]1[CH3:13])[CH:2]([CH3:4])[CH3:3]. (3) Given the reactants [CH3:1][S:2][C:3]1[C:4]2[N:5]([CH:15]=[CH:16][N:17]=2)[CH:6]=[C:7]([C:9]2[CH:14]=[CH:13][CH:12]=[CH:11][CH:10]=2)[N:8]=1.C1C(=O)N([I:25])C(=O)C1.O, predict the reaction product. The product is: [I:25][C:15]1[N:5]2[CH:6]=[C:7]([C:9]3[CH:14]=[CH:13][CH:12]=[CH:11][CH:10]=3)[N:8]=[C:3]([S:2][CH3:1])[C:4]2=[N:17][CH:16]=1. (4) Given the reactants [CH:1]1[C:10]2[C:5](=[C:6]([C:11]#[C:12][N:13]3[C:21]4[CH:20]=[CH:19][C:18]([CH3:22])=[CH:17][C:16]=4[C:15]4[CH2:23][N:24]([CH3:27])[CH2:25][CH2:26][C:14]3=4)[CH:7]=[CH:8][CH:9]=2)[CH:4]=[CH:3][N:2]=1.C([O-])=O.[NH4+], predict the reaction product. The product is: [CH3:27][N:24]1[CH2:25][CH2:26][C:14]2[N:13]([CH2:12][CH2:11][C:6]3[CH:7]=[CH:8][CH:9]=[C:10]4[C:5]=3[CH2:4][CH2:3][NH:2][CH2:1]4)[C:21]3[CH:20]=[CH:19][C:18]([CH3:22])=[CH:17][C:16]=3[C:15]=2[CH2:23]1. (5) Given the reactants [F:1][C:2]1[CH:7]=[C:6]([F:8])[CH:5]=[CH:4][C:3]=1[N:9]([CH3:29])[C:10]([C:12]1[S:24][C:23]2[C:22]3[CH:21]=[C:20]([C:25]([O:27]C)=[O:26])[CH:19]=[CH:18][C:17]=3[O:16][CH2:15][C:14]=2[CH:13]=1)=[O:11].[OH-].[Na+].Cl, predict the reaction product. The product is: [F:1][C:2]1[CH:7]=[C:6]([F:8])[CH:5]=[CH:4][C:3]=1[N:9]([CH3:29])[C:10]([C:12]1[S:24][C:23]2[C:22]3[CH:21]=[C:20]([C:25]([OH:27])=[O:26])[CH:19]=[CH:18][C:17]=3[O:16][CH2:15][C:14]=2[CH:13]=1)=[O:11].